Predict the product of the given reaction. From a dataset of Forward reaction prediction with 1.9M reactions from USPTO patents (1976-2016). (1) Given the reactants [Br:1][C:2]1[CH:3]=[C:4]([CH:16]=[C:17]([CH:19]=[C:20]2[CH2:25][CH2:24][NH:23][CH2:22][CH2:21]2)[CH:18]=1)[O:5][C:6]1[CH:11]=[CH:10][C:9]([C:12]([F:15])([F:14])[F:13])=[CH:8][N:7]=1.[N:26]1[CH:31]=[CH:30][CH:29]=[C:28]([NH:32][C:33](=O)[O:34]C2C=CC=CC=2)[CH:27]=1.C(N(CC)CC)C, predict the reaction product. The product is: [Br:1][C:2]1[CH:18]=[C:17]([CH:16]=[C:4]([O:5][C:6]2[CH:11]=[CH:10][C:9]([C:12]([F:15])([F:14])[F:13])=[CH:8][N:7]=2)[CH:3]=1)[CH:19]=[C:20]1[CH2:25][CH2:24][N:23]([C:33]([NH:32][C:28]2[CH:27]=[N:26][CH:31]=[CH:30][CH:29]=2)=[O:34])[CH2:22][CH2:21]1. (2) Given the reactants [Cl:1][C:2]1[CH:3]=[CH:4][C:5]([N+:13]([O-])=O)=[C:6]([C:8](=[O:12])[CH2:9][CH2:10][CH3:11])[CH:7]=1.[NH4+].[Cl-], predict the reaction product. The product is: [NH2:13][C:5]1[CH:4]=[CH:3][C:2]([Cl:1])=[CH:7][C:6]=1[C:8](=[O:12])[CH2:9][CH2:10][CH3:11]. (3) Given the reactants Br[C:2]1[CH:3]=[N:4][C:5]([N:8]2[CH2:13][CH2:12][CH:11]([C:14]3[C:23]([CH:24]([F:35])[C:25]4[CH:30]=[CH:29][C:28]([C:31]([F:34])([F:33])[F:32])=[CH:27][CH:26]=4)=[C:22]([CH:36]4[CH2:41][CH2:40][C:39]([F:43])([F:42])[CH2:38][CH2:37]4)[C:21]4[CH:20]([O:44][CH2:45][C:46]5[CH:51]=[CH:50][C:49]([O:52][CH3:53])=[CH:48][CH:47]=5)[CH2:19][C:18]([CH3:55])([CH3:54])[CH2:17][C:16]=4[N:15]=3)[CH2:10][CH2:9]2)=[N:6][CH:7]=1.C(O[Na])(C)(C)C.[CH:62]1(P([CH:62]2[CH2:67][CH2:66][CH2:65][CH2:64][CH2:63]2)C2C=CC=CC=2C2C(C(C)C)=CC(C(C)C)=CC=2C(C)C)[CH2:67][CH2:66][CH2:65][CH2:64][CH2:63]1.C1(B2OC(C)(C)C(C)(C)O2)CCCCC=1, predict the reaction product. The product is: [C:62]1([C:2]2[CH:3]=[N:4][C:5]([N:8]3[CH2:13][CH2:12][CH:11]([C:14]4[C:23]([CH:24]([F:35])[C:25]5[CH:30]=[CH:29][C:28]([C:31]([F:34])([F:33])[F:32])=[CH:27][CH:26]=5)=[C:22]([CH:36]5[CH2:41][CH2:40][C:39]([F:43])([F:42])[CH2:38][CH2:37]5)[C:21]5[CH:20]([O:44][CH2:45][C:46]6[CH:51]=[CH:50][C:49]([O:52][CH3:53])=[CH:48][CH:47]=6)[CH2:19][C:18]([CH3:55])([CH3:54])[CH2:17][C:16]=5[N:15]=4)[CH2:10][CH2:9]3)=[N:6][CH:7]=2)[CH2:67][CH2:66][CH2:65][CH2:64][CH:63]=1. (4) Given the reactants [Cl:1][C:2]1[C:3]([F:29])=[C:4]([NH:8][C:9]2[C:18]3[C:13](=[CH:14][C:15]([O:19][C@@H:20]4[CH2:24][NH:23][C@H:22]([C:25]([O:27][CH3:28])=[O:26])[CH2:21]4)=[CH:16][CH:17]=3)[N:12]=[CH:11][N:10]=2)[CH:5]=[CH:6][CH:7]=1.S([O-])([O-])(=O)=O.[Mg+2].C=O.[C:38]([BH3-])#N.[Na+], predict the reaction product. The product is: [Cl:1][C:2]1[C:3]([F:29])=[C:4]([NH:8][C:9]2[C:18]3[C:13](=[CH:14][C:15]([O:19][C@@H:20]4[CH2:24][N:23]([CH3:38])[C@H:22]([C:25]([O:27][CH3:28])=[O:26])[CH2:21]4)=[CH:16][CH:17]=3)[N:12]=[CH:11][N:10]=2)[CH:5]=[CH:6][CH:7]=1. (5) Given the reactants C([O:5][C:6]([N:8]1[CH2:13][CH2:12][N:11]([CH2:14][C:15]2[CH:20]=[CH:19][C:18]([C:21]3[NH:41][C:24]4=[N:25][CH:26]=[C:27]([Cl:40])[C:28]([NH:29][C@H:30]5[C@@H:35]([C:36](=[O:38])[NH2:37])[C@H:34]6[CH2:39][C@@H:31]5[CH:32]=[CH:33]6)=[C:23]4[N:22]=3)=[CH:17][CH:16]=2)[CH2:10][CH2:9]1)=O)(C)(C)C.[CH2:42](Cl)Cl.FC(F)(F)C(O)=O.C(OC(=O)C)(=O)C.C(N(CC)CC)C.C(N(CC)CC)C, predict the reaction product. The product is: [C:6]([N:8]1[CH2:13][CH2:12][N:11]([CH2:14][C:15]2[CH:20]=[CH:19][C:18]([C:21]3[NH:41][C:24]4=[N:25][CH:26]=[C:27]([Cl:40])[C:28]([NH:29][C@@H:30]5[C@@H:31]6[CH2:39][C@@H:34]([CH:33]=[CH:32]6)[C@@H:35]5[C:36]([NH2:37])=[O:38])=[C:23]4[N:22]=3)=[CH:17][CH:16]=2)[CH2:10][CH2:9]1)(=[O:5])[CH3:42]. (6) Given the reactants [C:1]([CH2:3][C:4]([OH:6])=O)#[N:2].[C:7]([C:11]1[CH:17]=[CH:16][C:14]([NH2:15])=[CH:13][CH:12]=1)([CH3:10])([CH3:9])[CH3:8], predict the reaction product. The product is: [C:7]([C:11]1[CH:12]=[CH:13][C:14]([NH:15][C:4](=[O:6])[CH2:3][C:1]#[N:2])=[CH:16][CH:17]=1)([CH3:10])([CH3:8])[CH3:9].